Dataset: Reaction yield outcomes from USPTO patents with 853,638 reactions. Task: Predict the reaction yield, written as a fraction of the theoretical maximum amount of product (1.0 means a 100% yield; for example, 0.34 means a 34% yield). (1) The reactants are C1C(=O)N([Br:8])C(=O)C1.[CH:9]1([C:12]2[CH:13]=[C:14]([C:25]([F:28])([F:27])[F:26])[C:15]3[N:16]([CH:18]=[C:19]([C:21]([O:23][CH3:24])=[O:22])[N:20]=3)[CH:17]=2)[CH2:11][CH2:10]1. The catalyst is ClCCCl.C(Cl)Cl. The product is [Br:8][C:18]1[N:16]2[CH:17]=[C:12]([CH:9]3[CH2:11][CH2:10]3)[CH:13]=[C:14]([C:25]([F:27])([F:28])[F:26])[C:15]2=[N:20][C:19]=1[C:21]([O:23][CH3:24])=[O:22]. The yield is 1.00. (2) The reactants are [Cl:1][C:2]1[CH:7]=[C:6](I)[C:5]([Cl:9])=[CH:4][N:3]=1.[NH2:10][C:11]1[CH:21]=[CH:20][CH:19]=[CH:18][C:12]=1[C:13]([NH:15][O:16][CH3:17])=[O:14].[O-]P([O-])([O-])=O.[K+].[K+].[K+]. The catalyst is O1CCOCC1.CC([O-])=O.CC([O-])=O.[Pd+2].C1C=CC(P(C2C(OC3C(P(C4C=CC=CC=4)C4C=CC=CC=4)=CC=CC=3)=CC=CC=2)C2C=CC=CC=2)=CC=1. The product is [Cl:1][C:2]1[CH:7]=[C:6]([NH:10][C:11]2[CH:21]=[CH:20][CH:19]=[CH:18][C:12]=2[C:13]([NH:15][O:16][CH3:17])=[O:14])[C:5]([Cl:9])=[CH:4][N:3]=1. The yield is 0.530. (3) The reactants are Br[C:2]1[CH:3]=[CH:4][CH:5]=[C:6]2[C:10]=1[CH2:9][CH:8]=[CH:7]2.[CH:11]([Mg]Br)([CH3:13])[CH3:12].[Cl-].[NH4+]. The catalyst is O1CCCC1.C1C=CC(P(C2C=CC=CC=2)CCP(C2C=CC=CC=2)C2C=CC=CC=2)=CC=1.Cl[Ni]Cl. The product is [CH:11]([C:2]1[CH:3]=[CH:4][CH:5]=[C:6]2[C:10]=1[CH2:9][CH:8]=[CH:7]2)([CH3:13])[CH3:12]. The yield is 0.880. (4) The reactants are [C:1]([C:5]1[C:10]([N+:11]([O-:13])=[O:12])=[CH:9][C:8]([NH:14][C:15]#[C:16][Si](C)(C)C)=[CH:7][CH:6]=1)([CH3:4])([CH3:3])[CH3:2]. The catalyst is CN(C=O)C.[Cu]I. The product is [C:1]([C:5]1[CH:6]=[C:7]2[C:8](=[CH:9][C:10]=1[N+:11]([O-:13])=[O:12])[NH:14][CH:15]=[CH:16]2)([CH3:4])([CH3:3])[CH3:2]. The yield is 0.690. (5) The product is [C:8]([C:3]1[C:4]([CH3:7])=[N:5][S:6][C:2]=1[NH:1][N:10]=[O:11])#[N:9]. The yield is 0.560. The reactants are [NH2:1][C:2]1[S:6][N:5]=[C:4]([CH3:7])[C:3]=1[C:8]#[N:9].[N:10]([O-])=[O:11].[Na+].O. The catalyst is C(O)=O.N([O-])=O.[Na+]. (6) The reactants are [S:1]1[CH:5]=[C:4]([C:6]2[CH:7]=[C:8]3[C:13](=[C:14]([O:16]COCC[Si](C)(C)C)[CH:15]=2)[N:12]=[CH:11][N:10](COCC[Si](C)(C)C)[C:9]3=[O:33])[N:3]=[CH:2]1. The catalyst is O.C(O)=O. The product is [OH:16][C:14]1[CH:15]=[C:6]([C:4]2[N:3]=[CH:2][S:1][CH:5]=2)[CH:7]=[C:8]2[C:13]=1[N:12]=[CH:11][NH:10][C:9]2=[O:33]. The yield is 0.570. (7) The reactants are [CH3:1][O:2][C:3](=[O:12])[CH2:4][CH2:5][C:6]1[CH:11]=[CH:10][CH:9]=[CH:8][CH:7]=1.[C:13]1([C:19]2[CH:24]=[C:23]([C:25]3[CH:30]=[CH:29][CH:28]=[CH:27][CH:26]=3)[NH:22][C:21](=[O:31])[CH:20]=2)[CH:18]=[CH:17][CH:16]=[CH:15][CH:14]=1.[C:32]([O-:35])([O-])=[O:33].[K+].[K+]. The catalyst is CS(C)=O.O. The product is [CH3:1][O:2][C:3](=[O:12])[CH2:4][CH2:5][C:6]1[C:7]([O:31][CH2:21][CH2:20][CH2:19][C:32]([O:35][C:25]([CH3:26])([CH3:30])[CH3:23])=[O:33])=[CH:8][CH:9]=[CH:10][C:11]=1[CH2:16][CH2:15][CH2:14][CH2:13][CH2:18][CH2:17][O:31][C:21]1[CH:20]=[C:19]([C:13]2[CH:14]=[CH:15][CH:16]=[CH:17][CH:18]=2)[CH:24]=[C:23]([C:25]2[CH:26]=[CH:27][CH:28]=[CH:29][CH:30]=2)[N:22]=1. The yield is 0.664. (8) The reactants are Br[C:2]1[CH:7]=[CH:6][CH:5]=[CH:4][N:3]=1.[Li]CCCC.[NH:13]1[C:17]2[CH:18]=[CH:19][S:20][C:16]=2[C:15]([C:21]2[NH:22][C:23]3[C:28]([CH:29]=2)=[CH:27][C:26]([C:30](=[O:33])[CH2:31][CH3:32])=[CH:25][CH:24]=3)=[N:14]1.CO. The catalyst is O1CCCC1. The product is [N:3]1[CH:4]=[CH:5][CH:6]=[CH:7][C:2]=1[C:30]([C:26]1[CH:27]=[C:28]2[C:23](=[CH:24][CH:25]=1)[NH:22][C:21]([C:15]1[C:16]3[S:20][CH:19]=[CH:18][C:17]=3[NH:13][N:14]=1)=[CH:29]2)([OH:33])[CH2:31][CH3:32]. The yield is 0.310. (9) The reactants are [CH:1]([C:3]1[CH:8]=[CH:7][C:6]([CH:9]2[NH:21][C:19]3[C:20]4[C:11](=[N:12][NH:13][C:14](=[O:22])[C:15]=4[CH:16]=[CH:17][CH:18]=3)[CH:10]2[C:23]2[CH:33]=[CH:32][C:26]([C:27]([N:29]([CH3:31])[CH3:30])=[O:28])=[CH:25][CH:24]=2)=[CH:5][CH:4]=1)=O.C(O)(=O)C.[CH3:38][NH:39][CH3:40].[BH4-].[Na+]. The catalyst is C(Cl)Cl. The product is [CH3:38][N:39]([CH2:1][C:3]1[CH:4]=[CH:5][C:6]([CH:9]2[NH:21][C:19]3[C:20]4[C:11](=[N:12][NH:13][C:14](=[O:22])[C:15]=4[CH:16]=[CH:17][CH:18]=3)[CH:10]2[C:23]2[CH:24]=[CH:25][C:26]([C:27]([N:29]([CH3:30])[CH3:31])=[O:28])=[CH:32][CH:33]=2)=[CH:7][CH:8]=1)[CH3:40]. The yield is 0.100.